From a dataset of Forward reaction prediction with 1.9M reactions from USPTO patents (1976-2016). Predict the product of the given reaction. (1) The product is: [CH3:10][O:9][C:5]1[CH:4]=[C:3]([CH:1]2[CH2:2][O:13]2)[CH:8]=[CH:7][CH:6]=1. Given the reactants [CH:1]([C:3]1[CH:4]=[C:5]([O:9][CH3:10])[CH:6]=[CH:7][CH:8]=1)=[CH2:2].C(O)(=[O:13])C.BrN1C(=O)CCC1=O.[OH-].[Na+], predict the reaction product. (2) The product is: [C:1]1([S:7]([N:10]2[C:14]3[CH:15]=[N:16][C:17]([C:20]#[N:21])=[C:18]([Cl:28])[C:13]=3[C:12]3[CH:22]=[C:23]([F:26])[CH:24]=[N:25][C:11]2=3)(=[O:9])=[O:8])[CH:6]=[CH:5][CH:4]=[CH:3][CH:2]=1. Given the reactants [C:1]1([S:7]([N:10]2[C:14]3[CH:15]=[N:16][C:17]([C:20]#[N:21])=[C:18](O)[C:13]=3[C:12]3[CH:22]=[C:23]([F:26])[CH:24]=[N:25][C:11]2=3)(=[O:9])=[O:8])[CH:6]=[CH:5][CH:4]=[CH:3][CH:2]=1.P(Cl)(Cl)(Cl)(Cl)[Cl:28], predict the reaction product. (3) The product is: [NH2:30][C:31]1[S:32][CH:33]=[C:34]([CH2:36][C:37]([NH:1][C:2]2[CH:28]=[CH:27][C:5]([CH2:6][C@H:7]3[CH2:11][CH2:10][C@H:9]([C@H:12]([OH:19])[C:13]4[CH:18]=[CH:17][CH:16]=[CH:15][CH:14]=4)[N:8]3[C:20]([O:22][C:23]([CH3:24])([CH3:25])[CH3:26])=[O:21])=[CH:4][C:3]=2[Br:29])=[O:38])[N:35]=1. Given the reactants [NH2:1][C:2]1[CH:28]=[CH:27][C:5]([CH2:6][C@H:7]2[CH2:11][CH2:10][C@H:9]([C@H:12]([OH:19])[C:13]3[CH:18]=[CH:17][CH:16]=[CH:15][CH:14]=3)[N:8]2[C:20]([O:22][C:23]([CH3:26])([CH3:25])[CH3:24])=[O:21])=[CH:4][C:3]=1[Br:29].[NH2:30][C:31]1[S:32][CH:33]=[C:34]([CH2:36][C:37](O)=[O:38])[N:35]=1.C1C=CC2N(O)N=NC=2C=1.CCN(C(C)C)C(C)C, predict the reaction product.